This data is from Forward reaction prediction with 1.9M reactions from USPTO patents (1976-2016). The task is: Predict the product of the given reaction. (1) The product is: [Cl:1][C:2]1[N:3]=[C:4]([CH2:8][OH:9])[N:5]([CH3:12])[C:6]=1[Cl:7]. Given the reactants [Cl:1][C:2]1[N:3]=[C:4]([CH2:8][OH:9])[NH:5][C:6]=1[Cl:7].[OH-].[Na+].[CH3:12]I, predict the reaction product. (2) Given the reactants [H-].[Al+3].[Li+].[H-].[H-].[H-].[CH3:7][O:8][C:9]1[CH:10]=[C:11]([N:17]2[CH2:22][CH2:21][N:20]([C:23]([C:25]3[N:29]([C:30]4[CH:35]=[CH:34][CH:33]=[CH:32][CH:31]=4)[N:28]=[C:27](C=O)[CH:26]=3)=[O:24])[CH2:19][CH2:18]2)[CH:12]=[C:13]([O:15][CH3:16])[CH:14]=1.[CH3:38][O:39][C:40]1C=C(/C=C/C(/O)=C/C(/C=C/C2C=[CH:44][C:45](O)=[C:40]([O:39][CH3:38])C=2)=O)C=[CH:44][C:45]=1O.P([O-])(O)(O)=[O:66].[Na+], predict the reaction product. The product is: [CH3:7][O:8][C:9]1[CH:10]=[C:11]([N:17]2[CH2:22][CH2:21][N:20]([C:23]([C:25]3[N:29]([C:30]4[CH:31]=[CH:32][CH:33]=[CH:34][CH:35]=4)[N:28]=[C:27](/[CH:44]=[CH:45]/[C:40]([O:39][CH3:38])=[O:66])[CH:26]=3)=[O:24])[CH2:19][CH2:18]2)[CH:12]=[C:13]([O:15][CH3:16])[CH:14]=1.